From a dataset of Catalyst prediction with 721,799 reactions and 888 catalyst types from USPTO. Predict which catalyst facilitates the given reaction. (1) Reactant: [O:1]([CH2:9][C:10]1[N:14]([CH2:15][C:16]2[CH:35]=[CH:34][C:19]3/[C:20](=[C:30](/[CH3:33])\[C:31]#[N:32])/[C:21]4[CH:28]=[CH:27][C:26]([F:29])=[CH:25][C:22]=4[O:23][CH2:24][C:18]=3[CH:17]=2)[C:13]2[CH:36]=[CH:37][CH:38]=[C:39]([OH:40])[C:12]=2[N:11]=1)[Si](C(C)(C)C)(C)C.C(=O)([O-])[O-].[Cs+].[Cs+].Cl[C:48]([F:53])([F:52])C([O-])=O.[Na+].[Cl-].[NH4+]. Product: [F:52][CH:48]([F:53])[O:40][C:39]1[C:12]2[N:11]=[C:10]([CH2:9][OH:1])[N:14]([CH2:15][C:16]3[CH:35]=[CH:34][C:19]4/[C:20](=[C:30](/[CH3:33])\[C:31]#[N:32])/[C:21]5[CH:28]=[CH:27][C:26]([F:29])=[CH:25][C:22]=5[O:23][CH2:24][C:18]=4[CH:17]=3)[C:13]=2[CH:36]=[CH:37][CH:38]=1. The catalyst class is: 3. (2) Reactant: [F:1][C:2]([F:32])([F:31])[C:3]1[CH:4]=[C:5]([C@H:13]([O:15][C@H:16]2[CH2:20][CH2:19][C@@H:18]([C:21]([NH2:23])=O)[C@@H:17]2[C:24]2[CH:29]=[CH:28][C:27]([F:30])=[CH:26][CH:25]=2)[CH3:14])[CH:6]=[C:7]([C:9]([F:12])([F:11])[F:10])[CH:8]=1.B.CSC. Product: [F:12][C:9]([F:10])([F:11])[C:7]1[CH:6]=[C:5]([C@H:13]([O:15][C@H:16]2[CH2:20][CH2:19][C@@H:18]([CH2:21][NH2:23])[C@@H:17]2[C:24]2[CH:25]=[CH:26][C:27]([F:30])=[CH:28][CH:29]=2)[CH3:14])[CH:4]=[C:3]([C:2]([F:32])([F:1])[F:31])[CH:8]=1. The catalyst class is: 1. (3) Reactant: [Si:1]([O:8][CH2:9][CH2:10][C:11]([CH3:15])([CH3:14])[CH2:12][OH:13])([C:4]([CH3:7])([CH3:6])[CH3:5])([CH3:3])[CH3:2].N1C=NN=N1.C(N(CC)[P:24]([O:30][C:31]([CH3:34])([CH3:33])[CH3:32])[O:25][C:26]([CH3:29])([CH3:28])[CH3:27])C.ClC1C=CC=C(C(OO)=[O:45])C=1. Product: [P:24]([O:13][CH2:12][C:11]([CH3:15])([CH3:14])[CH2:10][CH2:9][O:8][Si:1]([C:4]([CH3:7])([CH3:6])[CH3:5])([CH3:3])[CH3:2])([O:25][C:26]([CH3:27])([CH3:28])[CH3:29])([O:30][C:31]([CH3:32])([CH3:33])[CH3:34])=[O:45]. The catalyst class is: 526. (4) Reactant: [CH3:1][O:2][C:3](=[O:29])/[CH:4]=[CH:5]/[C:6]1[CH:7]=[C:8]2[C:25](=[CH:26][CH:27]=1)[O:24][C:11]1([CH2:16][CH2:15][N:14]([C:17](OC(C)(C)C)=O)[CH2:13][CH2:12]1)[CH2:10][C:9]2=[O:28].CC(O)=O.C=O.[F:36][C:37]1[CH:45]=[C:44]2[C:40]([CH:41]=[CH:42][NH:43]2)=[CH:39][CH:38]=1. Product: [CH3:1][O:2][C:3](=[O:29])/[CH:4]=[CH:5]/[C:6]1[CH:7]=[C:8]2[C:25](=[CH:26][CH:27]=1)[O:24][C:11]1([CH2:12][CH2:13][N:14]([CH2:17][C:41]3[C:40]4[C:44](=[CH:45][C:37]([F:36])=[CH:38][CH:39]=4)[NH:43][CH:42]=3)[CH2:15][CH2:16]1)[CH2:10][C:9]2=[O:28]. The catalyst class is: 71.